From a dataset of Full USPTO retrosynthesis dataset with 1.9M reactions from patents (1976-2016). Predict the reactants needed to synthesize the given product. (1) Given the product [Cl:1][C:2]1[CH:3]=[CH:4][C:5]2[O:10][CH2:9][CH2:8][N:7]([C:16]([C:15]3[CH:19]=[C:20]([Br:23])[C:21]([OH:22])=[C:13]([Br:12])[CH:14]=3)=[O:17])[C:6]=2[CH:11]=1, predict the reactants needed to synthesize it. The reactants are: [Cl:1][C:2]1[CH:3]=[CH:4][C:5]2[O:10][CH2:9][CH2:8][NH:7][C:6]=2[CH:11]=1.[Br:12][C:13]1[CH:14]=[C:15]([CH:19]=[C:20]([Br:23])[C:21]=1[OH:22])[C:16](Cl)=[O:17]. (2) Given the product [F:20][C:17]([F:18])([F:19])[C:13]1[CH:12]=[C:11]([CH:16]=[CH:15][CH:14]=1)[O:10][C:5]1[C:4]([NH2:1])=[CH:9][CH:8]=[CH:7][N:6]=1, predict the reactants needed to synthesize it. The reactants are: [N+:1]([C:4]1[C:5]([O:10][C:11]2[CH:16]=[CH:15][CH:14]=[C:13]([C:17]([F:20])([F:19])[F:18])[CH:12]=2)=[N:6][CH:7]=[CH:8][CH:9]=1)([O-])=O.C(OCC)(=O)C. (3) Given the product [C:3]([CH2:28][CH2:29][O:40][C:36]([CH:37]=[CH2:38])=[O:39])([C:6]([C:9]([C:12]([C:15]([C:18]([C:21]([C:24]([F:27])([F:26])[F:25])([F:23])[F:22])([F:20])[F:19])([F:17])[F:16])([F:14])[F:13])([F:11])[F:10])([F:8])[F:7])([F:5])[F:4], predict the reactants needed to synthesize it. The reactants are: C=C.[C:3]([CH2:28][CH2:29]I)([C:6]([C:9]([C:12]([C:15]([C:18]([C:21]([C:24]([F:27])([F:26])[F:25])([F:23])[F:22])([F:20])[F:19])([F:17])[F:16])([F:14])[F:13])([F:11])[F:10])([F:8])[F:7])([F:5])[F:4].FF.FI.[K+].[C:36]([O-:40])(=[O:39])[CH:37]=[CH2:38]. (4) Given the product [CH2:33]([CH:35]([CH2:38][CH3:39])[CH2:36][N:1]1[CH2:6][CH2:5][CH:4]([CH2:7][NH:8][C:9]2[CH:14]=[CH:13][CH:12]=[CH:11][C:10]=2[S:15]([NH:18][C:19]2[CH:28]=[CH:27][C:26]3[CH2:25][CH2:24][CH2:23][CH2:22][C:21]=3[C:20]=2[C:29]([OH:31])=[O:30])(=[O:17])=[O:16])[CH2:3][CH2:2]1)[CH3:34], predict the reactants needed to synthesize it. The reactants are: [NH:1]1[CH2:6][CH2:5][CH:4]([CH2:7][NH:8][C:9]2[CH:14]=[CH:13][CH:12]=[CH:11][C:10]=2[S:15]([NH:18][C:19]2[CH:28]=[CH:27][C:26]3[CH2:25][CH2:24][CH2:23][CH2:22][C:21]=3[C:20]=2[C:29]([O:31]C)=[O:30])(=[O:17])=[O:16])[CH2:3][CH2:2]1.[CH2:33]([CH:35]([CH2:38][CH3:39])[CH:36]=O)[CH3:34].C([BH3-])#N.[Li+].[OH-]. (5) Given the product [F:32][C:29]([F:30])([F:31])[C:28]([C:11]1[CH:10]=[C:9]([CH2:8][NH2:4])[CH:14]=[CH:13][C:12]=1[Sn:15]([CH2:24][CH2:25][CH2:26][CH3:27])([CH2:20][CH2:21][CH2:22][CH3:23])[CH2:16][CH2:17][CH2:18][CH3:19])([O:37][CH2:38][O:39][CH3:40])[C:33]([F:36])([F:35])[F:34], predict the reactants needed to synthesize it. The reactants are: C([N:4]([CH2:8][C:9]1[CH:14]=[CH:13][C:12]([Sn:15]([CH2:24][CH2:25][CH2:26][CH3:27])([CH2:20][CH2:21][CH2:22][CH3:23])[CH2:16][CH2:17][CH2:18][CH3:19])=[C:11]([C:28]([O:37][CH2:38][O:39][CH3:40])([C:33]([F:36])([F:35])[F:34])[C:29]([F:32])([F:31])[F:30])[CH:10]=1)CC=C)C=C.